Dataset: Forward reaction prediction with 1.9M reactions from USPTO patents (1976-2016). Task: Predict the product of the given reaction. (1) Given the reactants [N:1]1[CH:6]=[CH:5][N:4]=[CH:3][C:2]=1[C:7]1[CH:8]=[C:9]([CH2:13]O)[CH:10]=[CH:11][CH:12]=1.P(Br)(Br)[Br:16], predict the reaction product. The product is: [Br:16][CH2:13][C:9]1[CH:8]=[C:7]([C:2]2[CH:3]=[N:4][CH:5]=[CH:6][N:1]=2)[CH:12]=[CH:11][CH:10]=1. (2) Given the reactants Cl.[NH:2]1[CH2:7][CH2:6][CH2:5][CH2:4][CH:3]1[CH2:8][CH2:9]CC(O)=O.C([O-])([O-])=O.[K+].[K+].[C:20]([O:24]C(OC(OC(C)(C)C)=O)=O)(C)(C)[CH3:21], predict the reaction product. The product is: [CH2:7]([NH:2][CH:20]([OH:24])[CH3:21])[C:6]1[CH:5]=[CH:4][CH:3]=[CH:8][CH:9]=1. (3) Given the reactants Cl.Cl.Cl.[Cl:4][C:5]1[CH:6]=[C:7]([C:12]2[N:13]=[C:14]([CH:24]3[CH2:29][CH2:28][NH:27][CH2:26][CH2:25]3)[N:15]([CH2:17][CH2:18][N:19]3[CH2:23][CH2:22][CH2:21][CH2:20]3)[CH:16]=2)[CH:8]=[CH:9][C:10]=1[F:11].Cl[C:31]1[C:32]2[C:39]([CH3:41])([CH3:40])[C:38](=[O:42])[NH:37][C:33]=2[N:34]=[CH:35][N:36]=1.N12CCCN=C1CCCCC2, predict the reaction product. The product is: [Cl:4][C:5]1[CH:6]=[C:7]([C:12]2[N:13]=[C:14]([CH:24]3[CH2:25][CH2:26][N:27]([C:31]4[C:32]5[C:39]([CH3:40])([CH3:41])[C:38](=[O:42])[NH:37][C:33]=5[N:34]=[CH:35][N:36]=4)[CH2:28][CH2:29]3)[N:15]([CH2:17][CH2:18][N:19]3[CH2:20][CH2:21][CH2:22][CH2:23]3)[CH:16]=2)[CH:8]=[CH:9][C:10]=1[F:11]. (4) Given the reactants [OH:1][C:2]1[CH:38]=[CH:37][C:5]([C:6]([N:8]([CH:34]([CH3:36])[CH3:35])[C:9]2[CH:14]=[C:13]([O:15][CH3:16])[CH:12]=[CH:11][C:10]=2[CH:17]2[CH2:26][CH2:25][C:24]3[CH:23]=[C:22]([O:27]C(=O)C(C)(C)C)[CH:21]=[CH:20][C:19]=3[CH2:18]2)=O)=[CH:4][CH:3]=1.Cl[CH2:40][C:41]([N:43]1[CH2:48][CH2:47][O:46][CH2:45][CH2:44]1)=O, predict the reaction product. The product is: [CH:34]([N:8]([CH2:6][C:5]1[CH:4]=[CH:3][C:2]([O:1][CH2:40][CH2:41][N:43]2[CH2:48][CH2:47][O:46][CH2:45][CH2:44]2)=[CH:38][CH:37]=1)[C:9]1[CH:14]=[C:13]([O:15][CH3:16])[CH:12]=[CH:11][C:10]=1[CH:17]1[CH2:26][CH2:25][C:24]2[CH:23]=[C:22]([OH:27])[CH:21]=[CH:20][C:19]=2[CH2:18]1)([CH3:36])[CH3:35]. (5) Given the reactants Cl.O1CCOCC1.COC1C=CC(C[O:15][C:16]2[N:21]=[C:20]([C:22]3[CH:35]=[CH:34][CH:33]=[C:32]4[C:23]=3[O:24][C:25]3[CH:26]=[CH:27][C:28]([NH:36][CH:37]([C:51]5[CH:56]=[CH:55][C:54]([CH3:57])=[CH:53][N:52]=5)[C@@H:38]5[O:43][CH2:42][CH2:41][N:40](C(OC(C)(C)C)=O)[CH2:39]5)=[CH:29][C:30]=3[CH2:31]4)[CH:19]=[C:18]([N:58]3[CH2:63][CH2:62][O:61][CH2:60][CH2:59]3)[CH:17]=2)=CC=1, predict the reaction product. The product is: [CH3:57][C:54]1[CH:55]=[CH:56][C:51]([CH:37]([NH:36][C:28]2[CH:29]=[C:30]3[C:25]([O:24][C:23]4[C:22]([C:20]5[NH:21][C:16](=[O:15])[CH:17]=[C:18]([N:58]6[CH2:63][CH2:62][O:61][CH2:60][CH2:59]6)[CH:19]=5)=[CH:35][CH:34]=[CH:33][C:32]=4[CH2:31]3)=[CH:26][CH:27]=2)[C@@H:38]2[O:43][CH2:42][CH2:41][NH:40][CH2:39]2)=[N:52][CH:53]=1.